Predict the reactants needed to synthesize the given product. From a dataset of Full USPTO retrosynthesis dataset with 1.9M reactions from patents (1976-2016). (1) Given the product [CH:12]([N:6]1[C:7]([C:8]([F:11])([F:10])[F:9])=[C:3]([CH2:2][C:15]#[N:16])[CH:4]=[N:5]1)([CH3:14])[CH3:13], predict the reactants needed to synthesize it. The reactants are: Cl[CH2:2][C:3]1[CH:4]=[N:5][N:6]([CH:12]([CH3:14])[CH3:13])[C:7]=1[C:8]([F:11])([F:10])[F:9].[C-:15]#[N:16].[K+]. (2) Given the product [Br:8][C:4]1[CH:3]=[C:2]([N:13]2[CH2:14][CH2:15][N:10]([CH3:9])[CH2:11][CH2:12]2)[CH:7]=[CH:6][CH:5]=1, predict the reactants needed to synthesize it. The reactants are: Br[C:2]1[CH:7]=[CH:6][CH:5]=[C:4]([Br:8])[CH:3]=1.[CH3:9][N:10]1[CH2:15][CH2:14][NH:13][CH2:12][CH2:11]1.C1CCN2C(=NCCC2)CC1.CC(C)([O-])C.[Na+].N1CCNCC1. (3) Given the product [OH:19][CH2:20][CH2:21][CH2:22][N:23]1[C:34]([C:35]([OH:37])=[O:36])=[C:33]2[C:25]([C:26]3[CH:27]=[N:28][NH:29][C:30]=3[CH2:31][CH2:32]2)=[N:24]1, predict the reactants needed to synthesize it. The reactants are: OC1C=CC2CCC3C(C=2C=1)=NNC=3C(N)=O.Cl.[OH:19][CH2:20][CH2:21][CH2:22][N:23]1[C:34]([C:35]([O:37]CC)=[O:36])=[C:33]2[C:25]([C:26]3[CH:27]=[N:28][NH:29][C:30]=3[CH2:31][CH2:32]2)=[N:24]1.